This data is from Forward reaction prediction with 1.9M reactions from USPTO patents (1976-2016). The task is: Predict the product of the given reaction. (1) Given the reactants [C:1]([O:5][C:6]([N:8]([CH2:33][C@@H:34]([C:36]1[CH:41]=[CH:40][CH:39]=[C:38]([Cl:42])[CH:37]=1)[OH:35])[CH2:9][CH2:10][C:11]1[CH:16]=[CH:15][C:14]([S:17]([C:20]2[CH:21]=[CH:22][C:23]([NH:31][CH3:32])=[C:24]([CH:30]=2)[C:25]([O:27]CC)=[O:26])(=[O:19])=[O:18])=[CH:13][CH:12]=1)=[O:7])([CH3:4])([CH3:3])[CH3:2].[OH-].[Na+].Cl, predict the reaction product. The product is: [C:1]([O:5][C:6]([N:8]([CH2:33][C@@H:34]([C:36]1[CH:41]=[CH:40][CH:39]=[C:38]([Cl:42])[CH:37]=1)[OH:35])[CH2:9][CH2:10][C:11]1[CH:12]=[CH:13][C:14]([S:17]([C:20]2[CH:21]=[CH:22][C:23]([NH:31][CH3:32])=[C:24]([CH:30]=2)[C:25]([OH:27])=[O:26])(=[O:19])=[O:18])=[CH:15][CH:16]=1)=[O:7])([CH3:4])([CH3:2])[CH3:3]. (2) Given the reactants [H-].[Na+].[N+:3]([C:6]1[CH:14]=[C:13]2[C:9]([CH:10]=[CH:11][NH:12]2)=[CH:8][CH:7]=1)([O-:5])=[O:4].[OH:15][C:16]1[CH:17]=[C:18]([CH:21]=[CH:22][CH:23]=1)[C:19]#[N:20].I[CH2:25]I, predict the reaction product. The product is: [N+:3]([C:6]1[CH:14]=[C:13]2[C:9]([CH:10]=[CH:11][N:12]2[CH2:25][O:15][C:16]2[CH:17]=[C:18]([CH:21]=[CH:22][CH:23]=2)[C:19]#[N:20])=[CH:8][CH:7]=1)([O-:5])=[O:4]. (3) Given the reactants C([Li])CCC.Br[C:7]1[CH:8]=[CH:9][C:10]([O:13][CH3:14])=[N:11][CH:12]=1.C[O:16]B(OC)OC.C(OO)(=O)C, predict the reaction product. The product is: [CH3:14][O:13][C:10]1[N:11]=[CH:12][C:7]([OH:16])=[CH:8][CH:9]=1. (4) Given the reactants C([N:8]1[CH2:13][CH2:12][N:11]2[C:14](=[O:17])[CH2:15][CH2:16][C@H:10]2[CH2:9]1)C1C=CC=CC=1.C([O-])=O.[NH4+], predict the reaction product. The product is: [CH2:9]1[NH:8][CH2:13][CH2:12][N:11]2[C:14](=[O:17])[CH2:15][CH2:16][C@@H:10]12.